This data is from hERG potassium channel inhibition data for cardiac toxicity prediction from Karim et al.. The task is: Regression/Classification. Given a drug SMILES string, predict its toxicity properties. Task type varies by dataset: regression for continuous values (e.g., LD50, hERG inhibition percentage) or binary classification for toxic/non-toxic outcomes (e.g., AMES mutagenicity, cardiotoxicity, hepatotoxicity). Dataset: herg_karim. The compound is CC1COc2cc(CNC34CCC(C[C@]5(O)Cn6c(=O)ccc7ncc(F)c5c76)(CC3)OC4)ncc2O1. The result is 0 (non-blocker).